This data is from Forward reaction prediction with 1.9M reactions from USPTO patents (1976-2016). The task is: Predict the product of the given reaction. (1) Given the reactants [CH2:1]([O:3][C:4](=[O:29])[NH:5][C:6]1[CH:11]=[CH:10][CH:9]=[C:8]([CH2:12][N:13]2[C:18](=[O:19])[CH:17]=[CH:16][C:15]([C:20]3[CH:25]=[CH:24][CH:23]=[C:22]([N+:26]([O-])=O)[CH:21]=3)=[N:14]2)[CH:7]=1)[CH3:2], predict the reaction product. The product is: [CH2:1]([O:3][C:4](=[O:29])[NH:5][C:6]1[CH:11]=[CH:10][CH:9]=[C:8]([CH2:12][N:13]2[C:18](=[O:19])[CH:17]=[CH:16][C:15]([C:20]3[CH:25]=[CH:24][CH:23]=[C:22]([NH2:26])[CH:21]=3)=[N:14]2)[CH:7]=1)[CH3:2]. (2) Given the reactants [O:1]1[CH:5]=[CH:4][CH:3]=[C:2]1[C:6]1[CH:11]=[CH:10][CH:9]=[CH:8][C:7]=1[CH2:12][NH:13][C:14]([C:16]1[CH:47]=[CH:46][C:19]([CH2:20][NH:21][C:22]([N:24]2[C:33]3[C:28](=[CH:29][CH:30]=[CH:31][C:32]=3[F:34])[N:27]([CH2:35][CH2:36][O:37][Si](C(C)(C)C)(C)C)[C:26](=[O:45])[CH2:25]2)=[O:23])=[C:18]([CH3:48])[CH:17]=1)=[O:15].[F-].C([N+](CCCC)(CCCC)CCCC)CCC, predict the reaction product. The product is: [O:1]1[CH:5]=[CH:4][CH:3]=[C:2]1[C:6]1[CH:11]=[CH:10][CH:9]=[CH:8][C:7]=1[CH2:12][NH:13][C:14]([C:16]1[CH:47]=[CH:46][C:19]([CH2:20][NH:21][C:22]([N:24]2[C:33]3[C:28](=[CH:29][CH:30]=[CH:31][C:32]=3[F:34])[N:27]([CH2:35][CH2:36][OH:37])[C:26](=[O:45])[CH2:25]2)=[O:23])=[C:18]([CH3:48])[CH:17]=1)=[O:15]. (3) Given the reactants [C:1]([O:5][C:6]([N:8]1[CH2:13][CH2:12][O:11][CH:10]([C:14]([OH:16])=O)[CH2:9]1)=[O:7])([CH3:4])([CH3:3])[CH3:2].CN([C:20]([O:24][N:25]1N=NC2C=CC=N[C:26]1=2)=[N+](C)C)C.F[P-](F)(F)(F)(F)F.CCN(C(C)C)C(C)C.O, predict the reaction product. The product is: [CH3:20][O:24][N:25]([CH3:26])[C:14]([CH:10]1[O:11][CH2:12][CH2:13][N:8]([C:6]([O:5][C:1]([CH3:2])([CH3:3])[CH3:4])=[O:7])[CH2:9]1)=[O:16]. (4) Given the reactants [C:1]([O:5][C:6]([N:8]1[C:16]2[C:11](=[CH:12][C:13]([OH:17])=[CH:14][CH:15]=2)[CH:10]=[C:9]1[C:18]1[C:19]2[S:32][CH:31]=[CH:30][C:20]=2[N:21]([C:23]([O:25][C:26]([CH3:29])([CH3:28])[CH3:27])=[O:24])[N:22]=1)=[O:7])([CH3:4])([CH3:3])[CH3:2].C(=O)([O-])[O-].[Cs+].[Cs+].[Br:39][CH2:40][CH2:41][CH2:42]Br, predict the reaction product. The product is: [C:1]([O:5][C:6]([N:8]1[C:16]2[C:11](=[CH:12][C:13]([O:17][CH2:42][CH2:41][CH2:40][Br:39])=[CH:14][CH:15]=2)[CH:10]=[C:9]1[C:18]1[C:19]2[S:32][CH:31]=[CH:30][C:20]=2[N:21]([C:23]([O:25][C:26]([CH3:29])([CH3:28])[CH3:27])=[O:24])[N:22]=1)=[O:7])([CH3:4])([CH3:2])[CH3:3].